From a dataset of Full USPTO retrosynthesis dataset with 1.9M reactions from patents (1976-2016). Predict the reactants needed to synthesize the given product. Given the product [Si:1]([O:8][CH2:9][C@@H:10]([NH:25][C:26](=[O:32])[O:27][C:28]([CH3:31])([CH3:29])[CH3:30])[C@H:11]([C:15]1[CH:20]=[CH:19][C:18]([C:21]([F:23])([F:24])[F:22])=[CH:17][CH:16]=1)[CH2:12][OH:36])([C:4]([CH3:6])([CH3:7])[CH3:5])([CH3:3])[CH3:2], predict the reactants needed to synthesize it. The reactants are: [Si:1]([O:8][CH2:9][C@@H:10]([NH:25][C:26](=[O:32])[O:27][C:28]([CH3:31])([CH3:30])[CH3:29])[C@H:11]([C:15]1[CH:20]=[CH:19][C:18]([C:21]([F:24])([F:23])[F:22])=[CH:17][CH:16]=1)/[CH:12]=C/C)([C:4]([CH3:7])([CH3:6])[CH3:5])([CH3:3])[CH3:2].[BH4-].[Na+].C[OH:36].C(Cl)Cl.